From a dataset of Forward reaction prediction with 1.9M reactions from USPTO patents (1976-2016). Predict the product of the given reaction. (1) Given the reactants [CH2:1]([C:8]1[O:9][C:10]2[CH:31]=[CH:30][CH:29]=[CH:28][C:11]=2[C:12]=1[C:13]1[CH:18]=[CH:17][C:16](B2OC(C)(C)C(C)(C)O2)=[CH:15][CH:14]=1)[C:2]1[CH:7]=[CH:6][CH:5]=[CH:4][CH:3]=1.CS(C)=O.[C:36]([O:40][C:41](=[O:65])[CH2:42][N:43]([S:55]([C:58]1[CH:63]=[CH:62][C:61](Br)=[CH:60][CH:59]=1)(=[O:57])=[O:56])[CH2:44][C:45]1[CH:50]=[CH:49][CH:48]=[C:47]([C:51]([F:54])([F:53])[F:52])[CH:46]=1)([CH3:39])([CH3:38])[CH3:37].P([O-])([O-])([O-])=O.[K+].[K+].[K+], predict the reaction product. The product is: [C:36]([O:40][C:41](=[O:65])[CH2:42][N:43]([S:55]([C:58]1[CH:63]=[CH:62][C:61]([C:16]2[CH:15]=[CH:14][C:13]([C:12]3[C:11]4[CH:28]=[CH:29][CH:30]=[CH:31][C:10]=4[O:9][C:8]=3[CH2:1][C:2]3[CH:7]=[CH:6][CH:5]=[CH:4][CH:3]=3)=[CH:18][CH:17]=2)=[CH:60][CH:59]=1)(=[O:57])=[O:56])[CH2:44][C:45]1[CH:50]=[CH:49][CH:48]=[C:47]([C:51]([F:54])([F:53])[F:52])[CH:46]=1)([CH3:39])([CH3:38])[CH3:37]. (2) Given the reactants [F:1][C:2]1[CH:35]=[CH:34][C:5]([C:6]([N:8]2[CH2:13][CH2:12][C:11]([CH2:15][N:16]3[C:21](=[O:22])[C:20]4[CH:23]=[N:24][N:25]([C:26]5[CH:31]=[CH:30][C:29]([S:32][CH3:33])=[CH:28][CH:27]=5)[C:19]=4[N:18]=[CH:17]3)([OH:14])[CH2:10][CH2:9]2)=[O:7])=[CH:4][CH:3]=1.C1C=C(Cl)C=C(C(OO)=[O:44])C=1, predict the reaction product. The product is: [F:1][C:2]1[CH:35]=[CH:34][C:5]([C:6]([N:8]2[CH2:13][CH2:12][C:11]([CH2:15][N:16]3[C:21](=[O:22])[C:20]4[CH:23]=[N:24][N:25]([C:26]5[CH:31]=[CH:30][C:29]([S:32]([CH3:33])=[O:44])=[CH:28][CH:27]=5)[C:19]=4[N:18]=[CH:17]3)([OH:14])[CH2:10][CH2:9]2)=[O:7])=[CH:4][CH:3]=1. (3) Given the reactants N#N.[Br:3][C:4]1[CH:9]=[CH:8][C:7]([CH2:10][C@@H:11]([NH:22]C(=O)OC(C)(C)C)[C:12]2[NH:16][C:15]3[CH:17]=[C:18]([F:21])[CH:19]=[CH:20][C:14]=3[N:13]=2)=[CH:6][CH:5]=1.[ClH:30], predict the reaction product. The product is: [ClH:30].[ClH:30].[Br:3][C:4]1[CH:9]=[CH:8][C:7]([CH2:10][C@H:11]([C:12]2[NH:16][C:15]3[CH:17]=[C:18]([F:21])[CH:19]=[CH:20][C:14]=3[N:13]=2)[NH2:22])=[CH:6][CH:5]=1. (4) Given the reactants FC1C=C(C)C=CC=1B(O)O.[F:12][C:13]1[CH:14]=[C:15]([CH2:39][CH2:40][C:41]([O:43]CC)=[O:42])[CH:16]=[C:17]([F:38])[C:18]=1[O:19][CH2:20][C:21]1[C:22]([C:34]([F:37])([F:36])[F:35])=[N:23][S:24][C:25]=1[C:26]1[CH:31]=[CH:30][C:29]([CH3:32])=[CH:28][C:27]=1[F:33], predict the reaction product. The product is: [F:38][C:17]1[CH:16]=[C:15]([CH2:39][CH2:40][C:41]([OH:43])=[O:42])[CH:14]=[C:13]([F:12])[C:18]=1[O:19][CH2:20][C:21]1[C:22]([C:34]([F:36])([F:35])[F:37])=[N:23][S:24][C:25]=1[C:26]1[CH:31]=[CH:30][C:29]([CH3:32])=[CH:28][C:27]=1[F:33]. (5) Given the reactants C[Sn](C)(C)[C:3]1[CH:8]=[CH:7][C:6]([C:9]#[N:10])=[CH:5][N:4]=1.Br[C:14]1[O:18][C:17]([C:19]2[CH:20]=[C:21]([CH:24]=[CH:25][CH:26]=2)[C:22]#[N:23])=[CH:16][CH:15]=1, predict the reaction product. The product is: [C:9]([C:6]1[CH:7]=[CH:8][C:3]([C:14]2[O:18][C:17]([C:19]3[CH:20]=[C:21]([CH:24]=[CH:25][CH:26]=3)[C:22]#[N:23])=[CH:16][CH:15]=2)=[N:4][CH:5]=1)#[N:10].